Dataset: Full USPTO retrosynthesis dataset with 1.9M reactions from patents (1976-2016). Task: Predict the reactants needed to synthesize the given product. Given the product [F:19][C:16]1[CH:17]=[CH:18][C:13]([CH2:12][N:10]([CH3:11])[C:8]([C:7]2[CH2:26][N:36]([CH2:35][CH2:34][N:28]3[CH2:33][CH2:32][O:31][CH2:30][CH2:29]3)[C:4](=[O:24])[C:5]=2[OH:6])=[O:9])=[C:14]([S:20]([CH3:23])(=[O:21])=[O:22])[CH:15]=1, predict the reactants needed to synthesize it. The reactants are: CC1(C)[O:6][C:5](=[CH:7][C:8]([N:10]([CH2:12][C:13]2[CH:18]=[CH:17][C:16]([F:19])=[CH:15][C:14]=2[S:20]([CH3:23])(=[O:22])=[O:21])[CH3:11])=[O:9])[C:4](=[O:24])O1.[CH2:26]=O.[N:28]1([CH2:34][CH2:35][NH2:36])[CH2:33][CH2:32][O:31][CH2:30][CH2:29]1.